Dataset: Forward reaction prediction with 1.9M reactions from USPTO patents (1976-2016). Task: Predict the product of the given reaction. Given the reactants [Cl:1][C:2]1[CH:7]=[CH:6][CH:5]=[CH:4][C:3]=1[N:8]1[C:16](=[O:17])[C:15]2[C@@H:14]3[C:18]([CH3:20])([CH3:19])[C@@:11]([CH3:21])([CH2:12][CH2:13]3)[C:10]=2[NH:9]1.[CH2:22](Br)[C:23]1[CH:28]=[CH:27][CH:26]=[CH:25][CH:24]=1.ClC1C=CC=CC=1N1C(=O)C2[C@@H]3C(C)(C)[C@@](C)(CC3)C=2N1CC, predict the reaction product. The product is: [CH2:22]([N:9]1[C:10]2[C:11]3([CH3:21])[C:18]([CH3:20])([CH3:19])[CH:14]([CH2:13][CH2:12]3)[C:15]=2[C:16](=[O:17])[N:8]1[C:3]1[CH:4]=[CH:5][CH:6]=[CH:7][C:2]=1[Cl:1])[C:23]1[CH:28]=[CH:27][CH:26]=[CH:25][CH:24]=1.